This data is from Full USPTO retrosynthesis dataset with 1.9M reactions from patents (1976-2016). The task is: Predict the reactants needed to synthesize the given product. (1) Given the product [F:19][C:15]1[CH:14]=[C:13]([C:12]#[C:11][C:8]2[CH:9]=[CH:10][C:5]([C:3]([OH:4])=[O:2])=[N:6][CH:7]=2)[CH:18]=[CH:17][CH:16]=1, predict the reactants needed to synthesize it. The reactants are: C[O:2][C:3]([C:5]1[CH:10]=[CH:9][C:8]([C:11]#[C:12][C:13]2[CH:18]=[CH:17][CH:16]=[C:15]([F:19])[CH:14]=2)=[CH:7][N:6]=1)=[O:4].O.[Li+].[OH-].Cl. (2) Given the product [Br:5][C:6]1[C:7]2[N:8]([CH:2]=[CH:3][N:15]=2)[N:9]=[C:10]([Cl:14])[C:11]=1[CH2:12][CH3:13].[ClH:1], predict the reactants needed to synthesize it. The reactants are: [Cl:1][CH2:2][CH:3]=O.[Br:5][C:6]1[C:11]([CH2:12][CH3:13])=[C:10]([Cl:14])[N:9]=[N:8][C:7]=1[NH2:15].CCOC1C=CC(N)=CC=1. (3) Given the product [CH3:5][C:3]1[N:10]=[C:11]2[CH:12]=[CH:13][CH:14]=[C:15]([N:17]3[C:23](=[O:24])[C:22]4[CH:25]=[N:26][C:27]([S:29][CH3:30])=[N:28][C:21]=4[N:20]4[CH2:31][CH2:32][CH2:33][C@H:19]4[CH2:18]3)[N:16]2[C:1](=[O:7])[CH:2]=1, predict the reactants needed to synthesize it. The reactants are: [C:1]([O:7]CC)(=O)[CH2:2][C:3]([CH3:5])=O.[NH2:10][C:11]1[N:16]=[C:15]([N:17]2[C:23](=[O:24])[C:22]3[CH:25]=[N:26][C:27]([S:29][CH3:30])=[N:28][C:21]=3[N:20]3[CH2:31][CH2:32][CH2:33][C@H:19]3[CH2:18]2)[CH:14]=[CH:13][CH:12]=1.[OH-].[Na+]. (4) Given the product [C:33]([O:32][C:30](=[O:31])[N:14]([CH:11]1[CH2:12][CH2:13][N:8]([CH2:1][C:2]2[CH:3]=[CH:4][CH:5]=[CH:6][CH:7]=2)[CH2:9][CH2:10]1)[CH2:15][C:16]1[CH:21]=[CH:20][C:19]([Br:22])=[CH:18][CH:17]=1)([CH3:36])([CH3:35])[CH3:34], predict the reactants needed to synthesize it. The reactants are: [CH2:1]([N:8]1[CH2:13][CH2:12][CH:11]([NH:14][CH2:15][C:16]2[CH:21]=[CH:20][C:19]([Br:22])=[CH:18][CH:17]=2)[CH2:10][CH2:9]1)[C:2]1[CH:7]=[CH:6][CH:5]=[CH:4][CH:3]=1.C(N(CC)CC)C.[C:30](O[C:30]([O:32][C:33]([CH3:36])([CH3:35])[CH3:34])=[O:31])([O:32][C:33]([CH3:36])([CH3:35])[CH3:34])=[O:31]. (5) Given the product [F:66][C:63]1[CH:64]=[CH:65][C:60]([C:9]2[CH:10]=[C:11]3[C:15](=[CH:16][CH:17]=2)[C:14]([CH2:19][C:20]2[N:21]([C:33]([C:34]4[CH:39]=[CH:38][CH:37]=[CH:36][CH:35]=4)([C:40]4[CH:45]=[CH:44][CH:43]=[CH:42][CH:41]=4)[C:46]4[CH:47]=[CH:48][CH:49]=[CH:50][CH:51]=4)[CH:22]=[C:23]([CH2:25][C:26]4([C:29]([F:31])([F:30])[F:32])[CH2:28][CH2:27]4)[N:24]=2)([OH:18])[CH2:13][CH2:12]3)=[N:61][CH:62]=1, predict the reactants needed to synthesize it. The reactants are: CC1(C)C(C)(C)OB([C:9]2[CH:10]=[C:11]3[C:15](=[CH:16][CH:17]=2)[C:14]([CH2:19][C:20]2[N:21]([C:33]([C:46]4[CH:51]=[CH:50][CH:49]=[CH:48][CH:47]=4)([C:40]4[CH:45]=[CH:44][CH:43]=[CH:42][CH:41]=4)[C:34]4[CH:39]=[CH:38][CH:37]=[CH:36][CH:35]=4)[CH:22]=[C:23]([CH2:25][C:26]4([C:29]([F:32])([F:31])[F:30])[CH2:28][CH2:27]4)[N:24]=2)([OH:18])[CH2:13][CH2:12]3)O1.C(=O)([O-])[O-].[K+].[K+].Br[C:60]1[CH:65]=[CH:64][C:63]([F:66])=[CH:62][N:61]=1.